This data is from Forward reaction prediction with 1.9M reactions from USPTO patents (1976-2016). The task is: Predict the product of the given reaction. The product is: [Cl:1][C:2]1[N:3]([CH2:10][CH2:11][CH:12]([OH:13])[CH2:14][O:36][C:33]2[CH:32]=[CH:31][C:30]([N:27]3[CH2:26][CH2:25][CH:24]([N:22]([C:19]4[CH:20]=[CH:21][C:16]([Cl:15])=[CH:17][CH:18]=4)[CH3:23])[CH2:29][CH2:28]3)=[CH:35][CH:34]=2)[CH:4]=[C:5]([N+:7]([O-:9])=[O:8])[N:6]=1. Given the reactants [Cl:1][C:2]1[N:3]([CH2:10][CH2:11][CH:12]2[CH2:14][O:13]2)[CH:4]=[C:5]([N+:7]([O-:9])=[O:8])[N:6]=1.[Cl:15][C:16]1[CH:21]=[CH:20][C:19]([N:22]([CH:24]2[CH2:29][CH2:28][N:27]([C:30]3[CH:35]=[CH:34][C:33]([OH:36])=[CH:32][CH:31]=3)[CH2:26][CH2:25]2)[CH3:23])=[CH:18][CH:17]=1.P([O-])([O-])([O-])=O.[K+].[K+].[K+], predict the reaction product.